Task: Predict the reactants needed to synthesize the given product.. Dataset: Full USPTO retrosynthesis dataset with 1.9M reactions from patents (1976-2016) (1) Given the product [F:16][C:4]([F:3])([F:15])[C:5]1[N:6]=[C:7]([C:10]2[S:11][CH:12]=[CH:13][N:14]=2)[NH:8][CH:9]=1.[CH3:22][O:21][C:19](=[O:20])[CH2:18][N:8]1[CH:9]=[C:5]([C:4]([F:3])([F:15])[F:16])[N:6]=[C:7]1[C:10]1[S:11][CH:12]=[CH:13][N:14]=1, predict the reactants needed to synthesize it. The reactants are: [H-].[Na+].[F:3][C:4]([F:16])([F:15])[C:5]1[N:6]=[C:7]([C:10]2[S:11][CH:12]=[CH:13][N:14]=2)[NH:8][CH:9]=1.Br[CH2:18][C:19]([O:21][CH3:22])=[O:20]. (2) The reactants are: [CH2:1]([C:5]1[N:10]=[C:9]([CH3:11])[N:8]([C:12]2[N:17]=[CH:16][C:15]([O:18]CC3C=CC=CC=3)=[CH:14][N:13]=2)[C:7](=[O:26])[C:6]=1[CH2:27][C:28]1[CH:33]=[C:32]([CH2:34][CH2:35][CH3:36])[C:31]([O:37][Si:38]([C:41]([CH3:44])([CH3:43])[CH3:42])([CH3:40])[CH3:39])=[C:30]([CH2:45][CH2:46][CH3:47])[CH:29]=1)[CH2:2][CH2:3][CH3:4].[H][H].C(OCC)(=O)C. Given the product [CH2:1]([C:5]1[N:10]=[C:9]([CH3:11])[N:8]([C:12]2[N:13]=[CH:14][C:15]([OH:18])=[CH:16][N:17]=2)[C:7](=[O:26])[C:6]=1[CH2:27][C:28]1[CH:33]=[C:32]([CH2:34][CH2:35][CH3:36])[C:31]([O:37][Si:38]([C:41]([CH3:44])([CH3:43])[CH3:42])([CH3:39])[CH3:40])=[C:30]([CH2:45][CH2:46][CH3:47])[CH:29]=1)[CH2:2][CH2:3][CH3:4], predict the reactants needed to synthesize it. (3) Given the product [F:23][C:6]1[CH:7]=[C:8]([C:11]2[S:12][C:13]3[CH2:14][N:15]([C:20](=[O:22])[CH3:21])[CH2:16][CH2:17][C:18]=3[N:19]=2)[CH:9]=[CH:10][C:5]=1[OH:4], predict the reactants needed to synthesize it. The reactants are: C([O:4][C:5]1[CH:10]=[CH:9][C:8]([C:11]2[S:12][C:13]3[CH2:14][N:15]([C:20](=[O:22])[CH3:21])[CH2:16][CH2:17][C:18]=3[N:19]=2)=[CH:7][C:6]=1[F:23])(=O)C.[Na]. (4) Given the product [N+:30]([C:27]1[CH:28]=[C:13]2[C:14](=[CH:25][CH:26]=1)[C:15](=[O:16])[NH:17][CH2:18]2)([O-:32])=[O:31], predict the reactants needed to synthesize it. The reactants are: CC(N=NC(C#N)(C)C)(C#N)C.[CH2:13]1[C:18](=O)[N:17](Br)[C:15](=[O:16])[CH2:14]1.COC(=O)C1C=[CH:28][C:27]([N+:30]([O-:32])=[O:31])=[CH:26][C:25]=1C.N. (5) Given the product [C:1]([OH:6])(=[O:5])[CH:2]=[CH2:4].[C:1]([O:6][CH3:7])(=[O:5])[CH:2]=[CH2:4], predict the reactants needed to synthesize it. The reactants are: [C:1]([O:6][CH3:7])(=[O:5])[CH:2]([CH3:4])O.C(O)(=O)C=C. (6) Given the product [Cl:1][C:2]1[CH:3]=[C:4]([C:8]2[O:16][C:15]3[CH:14]=[CH:13][N:12]([C:19]4[CH:20]=[CH:21][C:22]([N+:26]([O-:28])=[O:27])=[C:23]([CH3:25])[CH:24]=4)[C:11](=[O:17])[C:10]=3[CH:9]=2)[CH:5]=[CH:6][CH:7]=1, predict the reactants needed to synthesize it. The reactants are: [Cl:1][C:2]1[CH:3]=[C:4]([C:8]2[O:16][C:15]3[CH:14]=[CH:13][NH:12][C:11](=[O:17])[C:10]=3[CH:9]=2)[CH:5]=[CH:6][CH:7]=1.F[C:19]1[CH:20]=[CH:21][C:22]([N+:26]([O-:28])=[O:27])=[C:23]([CH3:25])[CH:24]=1.C([O-])([O-])=O.[Cs+].[Cs+]. (7) Given the product [NH:11]1[CH:12]=[CH:13][N:14]=[C:10]1[C:5]1[CH:6]=[CH:7][CH:8]=[CH:9][C:4]=1[NH2:1], predict the reactants needed to synthesize it. The reactants are: [N+:1]([C:4]1[CH:9]=[CH:8][CH:7]=[CH:6][C:5]=1[C:10]1[NH:11][CH:12]=[CH:13][N:14]=1)([O-])=O. (8) The reactants are: [C:1]1([O:11][CH2:12][C:13]([O:15]CC)=O)[C:10]2[C:5](=[CH:6][CH:7]=[CH:8][CH:9]=2)[CH:4]=[CH:3][CH:2]=1.[NH2:18][CH2:19][CH:20]([OH:32])[CH2:21][N:22]1[CH2:31][CH2:30][C:29]2[C:24](=[CH:25][CH:26]=[CH:27][CH:28]=2)[CH2:23]1. Given the product [CH2:23]1[C:24]2[C:29](=[CH:28][CH:27]=[CH:26][CH:25]=2)[CH2:30][CH2:31][N:22]1[CH2:21][CH:20]([OH:32])[CH2:19][NH:18][C:13](=[O:15])[CH2:12][O:11][C:1]1[C:10]2[C:5](=[CH:6][CH:7]=[CH:8][CH:9]=2)[CH:4]=[CH:3][CH:2]=1, predict the reactants needed to synthesize it. (9) Given the product [Br:1][C:2]1[CH:7]=[CH:6][C:5]([Cl:8])=[CH:4][C:3]=1[I:14], predict the reactants needed to synthesize it. The reactants are: [Br:1][C:2]1[CH:7]=[CH:6][C:5]([Cl:8])=[CH:4][C:3]=1N.N([O-])=O.[Na+].[I-:14].[K+].